Dataset: Catalyst prediction with 721,799 reactions and 888 catalyst types from USPTO. Task: Predict which catalyst facilitates the given reaction. (1) Reactant: [CH3:1][C:2]([CH3:8])([CH3:7])[C:3]([NH:5][NH2:6])=[O:4].[Cl:9][CH2:10][C:11](Cl)=[O:12].C(=O)([O-])O.[Na+]. Product: [Cl:9][CH2:10][C:11]([NH:6][NH:5][C:3](=[O:4])[C:2]([CH3:8])([CH3:7])[CH3:1])=[O:12]. The catalyst class is: 7. (2) The catalyst class is: 784. Product: [CH3:1][N:2]([CH3:15])[CH2:3][CH2:4][NH:5][C:6]1[C:11]([F:12])=[CH:10][CH:9]=[CH:8][C:7]=1[CH:13]=[O:14]. Reactant: [CH3:1][N:2]([CH3:15])[CH2:3][CH2:4][NH:5][C:6]1[C:11]([F:12])=[CH:10][CH:9]=[CH:8][C:7]=1[CH2:13][OH:14]. (3) Reactant: [N:1]1([C:7]([C:9]2[CH:10]=[C:11]3[C:16](=[C:17]([CH:19]4[CH2:23][CH:22]=[CH:21][N:20]4[C:24]([O:26][C:27]([CH3:30])([CH3:29])[CH3:28])=[O:25])[CH:18]=2)[O:15][C:14]([N:31]2[CH2:36][CH2:35][O:34][CH2:33][CH2:32]2)=[CH:13][C:12]3=[O:37])=[O:8])[CH2:6][CH2:5][O:4][CH2:3][CH2:2]1.N1(C(C2C=C3C(=C(C4C=CCN4C(OC(C)(C)C)=O)C=2)OC(N2CCOCC2)=CC3=O)=O)CCOCC1. Product: [N:1]1([C:7]([C:9]2[CH:10]=[C:11]3[C:16](=[C:17]([CH:19]4[CH2:23][CH2:22][CH2:21][N:20]4[C:24]([O:26][C:27]([CH3:30])([CH3:28])[CH3:29])=[O:25])[CH:18]=2)[O:15][C:14]([N:31]2[CH2:32][CH2:33][O:34][CH2:35][CH2:36]2)=[CH:13][C:12]3=[O:37])=[O:8])[CH2:6][CH2:5][O:4][CH2:3][CH2:2]1. The catalyst class is: 865. (4) Reactant: [Br:1][C:2]1[N:7]2[N:8]=[CH:9][N:10]=[C:6]2[C:5]([NH:11][C:12]2[CH:17]=[CH:16][C:15]([N:18]3[CH2:23][CH2:22][NH:21][CH2:20][C:19]3=[O:24])=[CH:14][CH:13]=2)=[N:4][CH:3]=1.C(O)(=O)C.CC([O-])=O.[Na+].[CH3:34][C:35]([CH3:37])=O.[BH3-]C#N.[Na+].Cl. Product: [Br:1][C:2]1[N:7]2[N:8]=[CH:9][N:10]=[C:6]2[C:5]([NH:11][C:12]2[CH:17]=[CH:16][C:15]([N:18]3[CH2:23][CH2:22][N:21]([CH:35]([CH3:37])[CH3:34])[CH2:20][C:19]3=[O:24])=[CH:14][CH:13]=2)=[N:4][CH:3]=1. The catalyst class is: 5. (5) Reactant: C([O:4][C@H:5]1[CH2:9][C@H:8]([N:10]2[C:14]3[N:15]=[CH:16][N:17]=[C:18]([NH:19][C@@H:20]4[C:28]5[C:23](=[CH:24][CH:25]=[CH:26][CH:27]=5)[CH2:22][CH2:21]4)[C:13]=3[CH:12]=[CH:11]2)[CH2:7][C@H:6]1[CH2:29][O:30][S:31]([NH2:34])(=[O:33])=[O:32])(=O)C. Product: [S:31](=[O:33])(=[O:32])([O:30][CH2:29][C@@H:6]1[CH2:7][C@@H:8]([N:10]2[C:14]3[N:15]=[CH:16][N:17]=[C:18]([NH:19][C@@H:20]4[C:28]5[C:23](=[CH:24][CH:25]=[CH:26][CH:27]=5)[CH2:22][CH2:21]4)[C:13]=3[CH:12]=[CH:11]2)[CH2:9][C@@H:5]1[OH:4])[NH2:34]. The catalyst class is: 547. (6) Product: [CH2:1]([C@@H:8]1[CH2:12][O:11][C:10](=[O:13])[N:9]1[C:14](=[O:26])[C@@H:15]([C:16]1[CH:21]=[C:20]([O:22][CH3:23])[CH:19]=[C:18]([O:24][CH3:25])[CH:17]=1)[CH3:29])[C:2]1[CH:3]=[CH:4][CH:5]=[CH:6][CH:7]=1. The catalyst class is: 1. Reactant: [CH2:1]([C@@H:8]1[CH2:12][O:11][C:10](=[O:13])[N:9]1[C:14](=[O:26])[CH2:15][C:16]1[CH:21]=[C:20]([O:22][CH3:23])[CH:19]=[C:18]([O:24][CH3:25])[CH:17]=1)[C:2]1[CH:7]=[CH:6][CH:5]=[CH:4][CH:3]=1.IC.[CH3:29]CCCCC. (7) Reactant: C(OC(=O)[NH:7][C@H:8]([C@@H:10]1[CH2:14][CH2:13][N:12]([C:15]2[C:24]3[CH2:25][CH:26]([CH3:27])[N:22]4[C:23]=3[C:18]([C:19](=[O:29])[NH:20][C:21]4=[O:28])=[CH:17][C:16]=2[F:30])[CH2:11]1)[CH3:9])(C)(C)C.[ClH:32]. Product: [ClH:32].[NH2:7][C@H:8]([C@@H:10]1[CH2:14][CH2:13][N:12]([C:15]2[C:24]3[CH2:25][CH:26]([CH3:27])[N:22]4[C:23]=3[C:18]([C:19](=[O:29])[NH:20][C:21]4=[O:28])=[CH:17][C:16]=2[F:30])[CH2:11]1)[CH3:9]. The catalyst class is: 8.